The task is: Predict the product of the given reaction.. This data is from Forward reaction prediction with 1.9M reactions from USPTO patents (1976-2016). (1) Given the reactants Br[C:2]1[CH:3]=[C:4]([C:23]([OH:32])([C:28]([F:31])([F:30])[F:29])[C:24]([F:27])([F:26])[F:25])[CH:5]=[CH:6][C:7]=1[N:8]1[CH2:13][CH2:12][CH:11]([S:14]([C:17]2[CH:22]=[CH:21][CH:20]=[CH:19][CH:18]=2)(=[O:16])=[O:15])[CH2:10][CH2:9]1.[CH:33]#[C:34][CH:35]([OH:38])[CH2:36][CH3:37], predict the reaction product. The product is: [F:27][C:24]([F:26])([F:25])[C:23]([C:4]1[CH:5]=[CH:6][C:7]([N:8]2[CH2:13][CH2:12][CH:11]([S:14]([C:17]3[CH:18]=[CH:19][CH:20]=[CH:21][CH:22]=3)(=[O:16])=[O:15])[CH2:10][CH2:9]2)=[C:2]([C:33]#[C:34][CH:35]([OH:38])[CH2:36][CH3:37])[CH:3]=1)([OH:32])[C:28]([F:30])([F:29])[F:31]. (2) Given the reactants [BH4-].[Na+].[CH3:3][O:4][C:5]1[CH:14]=[C:13]2[C:8]([CH2:9][CH2:10][N:11]=[C:12]2[CH3:15])=[CH:7][CH:6]=1.Cl, predict the reaction product. The product is: [CH3:3][O:4][C:5]1[CH:14]=[C:13]2[C:8]([CH2:9][CH2:10][NH:11][CH:12]2[CH3:15])=[CH:7][CH:6]=1. (3) Given the reactants [F:1][C:2]1[N:10]=[CH:9][CH:8]=[CH:7][C:3]=1[C:4]([OH:6])=O.[CH2:11]([NH2:19])[CH2:12][C:13]1[CH:18]=[CH:17][CH:16]=[CH:15][CH:14]=1.C(N(CC)CC)C.F[P-](F)(F)(F)(F)F.N1(OC(N(C)C)=[N+](C)C)C2N=CC=CC=2N=N1, predict the reaction product. The product is: [F:1][C:2]1[N:10]=[CH:9][CH:8]=[CH:7][C:3]=1[C:4]([NH:19][CH2:11][CH2:12][C:13]1[CH:18]=[CH:17][CH:16]=[CH:15][CH:14]=1)=[O:6]. (4) Given the reactants [CH2:1]([O:3][C:4]1[CH:5]=[C:6]([CH:9]=[CH:10][C:11]=1[OH:12])[CH:7]=[O:8])[CH3:2].[CH3:13][O:14][CH2:15][CH2:16][O:17][CH2:18]Cl, predict the reaction product. The product is: [CH2:1]([O:3][C:4]1[CH:5]=[C:6]([CH:9]=[CH:10][C:11]=1[O:12][CH2:13][O:14][CH2:15][CH2:16][O:17][CH3:18])[CH:7]=[O:8])[CH3:2]. (5) Given the reactants [C:1]([C:4]1[C:9]([C:10]2[CH:15]=[CH:14][CH:13]=[C:12]([F:16])[CH:11]=2)=[C:8]([N:17]2[CH2:21][CH2:20][O:19][C:18]2=[O:22])[C:7]([CH3:23])=[C:6]([Cl:24])[CH:5]=1)(=O)[CH3:2].C([O-])(=O)C.[NH4+].C([BH3-])#[N:31].[Na+], predict the reaction product. The product is: [NH2:31][CH:1]([C:4]1[C:9]([C:10]2[CH:15]=[CH:14][CH:13]=[C:12]([F:16])[CH:11]=2)=[C:8]([N:17]2[CH2:21][CH2:20][O:19][C:18]2=[O:22])[C:7]([CH3:23])=[C:6]([Cl:24])[CH:5]=1)[CH3:2]. (6) Given the reactants [F:1][C:2]1[CH:16]=[CH:15][C:5]([C:6]([C:8]2[CH:13]=[CH:12][C:11]([F:14])=[CH:10][CH:9]=2)=O)=[CH:4][CH:3]=1.Cl.CN.[CH2:20]([N:22](CC)CC)C.[BH4-].[Na+], predict the reaction product. The product is: [F:1][C:2]1[CH:16]=[CH:15][C:5]([CH:6]([NH:22][CH3:20])[C:8]2[CH:13]=[CH:12][C:11]([F:14])=[CH:10][CH:9]=2)=[CH:4][CH:3]=1. (7) Given the reactants Br[C:2]1[CH:7]=[CH:6][CH:5]=[CH:4][C:3]=1[N+:8]([O-])=O.C(P(C(C)(C)C)C1C=CC=CC=1C1C=CC=CC=1)(C)(C)C.[C:32]([O:35][C:36]1[CH:43]=[CH:42][C:39]([CH:40]=[CH2:41])=[CH:38][CH:37]=1)(=[O:34])[CH3:33].C(N(CC)C(C)C)(C)C, predict the reaction product. The product is: [NH2:8][C:3]1[CH:4]=[CH:5][CH:6]=[CH:7][C:2]=1[CH:41]=[CH:40][C:39]1[CH:42]=[CH:43][C:36]([O:35][C:32](=[O:34])[CH3:33])=[CH:37][CH:38]=1. (8) Given the reactants [NH2:1][C:2]1[CH:3]=[N:4][N:5]([CH2:8][C:9]2[CH:14]=[CH:13][C:12]([CH3:15])=[CH:11][CH:10]=2)[C:6]=1[NH2:7].[OH:16][C:17]1[CH:24]=[CH:23][C:20]([CH:21]=O)=[CH:19][CH:18]=1, predict the reaction product. The product is: [NH2:7][C:6]1[N:5]([CH2:8][C:9]2[CH:14]=[CH:13][C:12]([CH3:15])=[CH:11][CH:10]=2)[N:4]=[CH:3][C:2]=1[N:1]=[CH:21][C:20]1[CH:23]=[CH:24][C:17]([OH:16])=[CH:18][CH:19]=1. (9) Given the reactants [OH:1][C:2]1[CH:7]=[CH:6][C:5]([C@@H:8]([C:15]#[C:16][CH3:17])[CH2:9][C:10]([O:12][CH2:13][CH3:14])=[O:11])=[CH:4][CH:3]=1.[Br:18][CH2:19][C:20]1[CH:25]=[CH:24][C:23]([CH2:26]Br)=[CH:22][CH:21]=1.C([O-])([O-])=O.[Cs+].[Cs+], predict the reaction product. The product is: [Br:18][CH2:19][C:20]1[CH:25]=[CH:24][C:23]([CH2:26][O:1][C:2]2[CH:3]=[CH:4][C:5]([C@@H:8]([C:15]#[C:16][CH3:17])[CH2:9][C:10]([O:12][CH2:13][CH3:14])=[O:11])=[CH:6][CH:7]=2)=[CH:22][CH:21]=1.